Predict which catalyst facilitates the given reaction. From a dataset of Catalyst prediction with 721,799 reactions and 888 catalyst types from USPTO. Reactant: [Cl:1][C:2]1[CH:7]=[C:6]([Cl:8])[N:5]=[C:4]([NH2:9])[N:3]=1.N1C=CC=CC=1.[F:16][C:17]([F:28])([F:27])[C:18](O[C:18](=[O:19])[C:17]([F:28])([F:27])[F:16])=[O:19]. Product: [Cl:1][C:2]1[CH:7]=[C:6]([Cl:8])[N:5]=[C:4]([NH:9][C:18](=[O:19])[C:17]([F:28])([F:27])[F:16])[N:3]=1. The catalyst class is: 4.